Dataset: Catalyst prediction with 721,799 reactions and 888 catalyst types from USPTO. Task: Predict which catalyst facilitates the given reaction. (1) Reactant: [OH:1][N:2]1[C:6](=[O:7])[CH2:5][CH2:4][C:3]1=[O:8].CCN(C(C)C)C(C)C.[C:18](Cl)(=[O:36])[CH2:19][CH2:20][CH2:21][CH2:22][CH2:23][CH2:24][CH2:25][CH2:26][CH2:27][CH2:28][CH2:29][CH2:30][CH2:31][CH2:32][CH2:33][CH2:34][CH3:35]. Product: [OH:1][N:2]1[C:6](=[O:7])[CH2:5][CH2:4][C:3]1=[O:8].[C:18]([OH:36])(=[O:1])[CH2:19][CH2:20][CH2:21][CH2:22][CH2:23][CH2:24][CH2:25][CH2:26][CH2:27][CH2:28][CH2:29][CH2:30][CH2:31][CH2:32][CH2:33][CH2:34][CH3:35]. The catalyst class is: 1. (2) Reactant: [Br:1][C:2]1[CH:10]=[CH:9][C:8]([O:11][CH3:12])=[CH:7][C:3]=1[C:4](O)=[O:5].C1N=C[N:15](C(N2C=NC=C2)=O)C=1.C(=O)([O-])[O-].[NH4+].[NH4+].O. Product: [Br:1][C:2]1[CH:10]=[CH:9][C:8]([O:11][CH3:12])=[CH:7][C:3]=1[C:4]([NH2:15])=[O:5]. The catalyst class is: 3.